Predict the reactants needed to synthesize the given product. From a dataset of Full USPTO retrosynthesis dataset with 1.9M reactions from patents (1976-2016). Given the product [CH3:6][C:7]1[C:12]([CH3:13])=[CH:11][CH:10]=[C:9]2[C:8]=1[C:16](=[O:2])[C:15](=[O:19])[NH:14]2, predict the reactants needed to synthesize it. The reactants are: S(=O)(=O)(O)[OH:2].[CH3:6][C:7]1[CH:8]=[C:9]([NH:14][C:15](=[O:19])[CH:16]=NO)[CH:10]=[CH:11][C:12]=1[CH3:13].